This data is from Reaction yield outcomes from USPTO patents with 853,638 reactions. The task is: Predict the reaction yield, written as a fraction of the theoretical maximum amount of product (1.0 means a 100% yield; for example, 0.34 means a 34% yield). (1) The reactants are [Cl:1][C:2]1[CH:3]=[C:4](B(O)O)[CH:5]=[CH:6][C:7]=1[Cl:8].Br[C:13]([C:15]([F:18])([F:17])[F:16])=[CH2:14].C([O-])([O-])=O.[K+].[K+]. The catalyst is C1COCC1.O.Cl[Pd](Cl)([P](C1C=CC=CC=1)(C1C=CC=CC=1)C1C=CC=CC=1)[P](C1C=CC=CC=1)(C1C=CC=CC=1)C1C=CC=CC=1. The product is [Cl:8][C:7]1[CH:6]=[CH:5][C:4]([C:13]([C:15]([F:18])([F:17])[F:16])=[CH2:14])=[CH:3][C:2]=1[Cl:1]. The yield is 0.633. (2) The reactants are [CH:1]1([C:6]2[O:10][N:9]=[C:8]([C:11]3[C:16]([Cl:17])=[CH:15][CH:14]=[CH:13][C:12]=3[Cl:18])[C:7]=2[C:19](OCC)=[O:20])[CH2:5][CH2:4][CH2:3][CH2:2]1.[H-].C([Al+]CC(C)C)C(C)C.C1(C)C=CC=CC=1.[C@H](O)(C([O-])=O)[C@@H](O)C([O-])=O.[Na+].[K+]. The catalyst is O1CCCC1.C(OCC)(=O)C. The product is [CH:1]1([C:6]2[O:10][N:9]=[C:8]([C:11]3[C:16]([Cl:17])=[CH:15][CH:14]=[CH:13][C:12]=3[Cl:18])[C:7]=2[CH2:19][OH:20])[CH2:2][CH2:3][CH2:4][CH2:5]1. The yield is 0.820. (3) The reactants are C([NH:5][S:6]([C:9]1[CH:10]=[C:11]([C:15]2[CH:20]=[CH:19][CH:18]=[C:17]([C:21]3[N:26]=[C:25]([C:27]([F:30])([F:29])[F:28])[CH:24]=[C:23]([C:31]4[CH:32]=[N:33][C:34]([C:37]([F:40])([F:39])[F:38])=[CH:35][CH:36]=4)[N:22]=3)[CH:16]=2)[CH:12]=[CH:13][CH:14]=1)(=[O:8])=[O:7])(C)(C)C.C(O)(C(F)(F)F)=O. The catalyst is ClCCl. The product is [F:30][C:27]([F:28])([F:29])[C:25]1[CH:24]=[C:23]([C:31]2[CH:32]=[N:33][C:34]([C:37]([F:40])([F:39])[F:38])=[CH:35][CH:36]=2)[N:22]=[C:21]([C:17]2[CH:16]=[C:15]([C:11]3[CH:12]=[CH:13][CH:14]=[C:9]([S:6]([NH2:5])(=[O:8])=[O:7])[CH:10]=3)[CH:20]=[CH:19][CH:18]=2)[N:26]=1. The yield is 0.740. (4) The reactants are [CH3:1][C:2]1[CH:3]=[CH:4][C:5]2[NH:6][C:7]3[C:12]([C:13]=2[CH:14]=1)=[CH:11][CH:10]=[CH:9][CH:8]=3.[OH-].[Na+].[C:17]([O:21][C:22](=O)[O:23]C(C)(C)C)([CH3:20])([CH3:19])[CH3:18]. The catalyst is C1(C)C=CC=CC=1.O.[Cl-].C([N+](CCCC)(CCCC)CC1C=CC=CC=1)CCC. The product is [C:22]([N:6]1[C:5]2[CH:4]=[CH:3][C:2]([CH3:1])=[CH:14][C:13]=2[C:12]2[C:7]1=[CH:8][CH:9]=[CH:10][CH:11]=2)([O:21][C:17]([CH3:20])([CH3:19])[CH3:18])=[O:23]. The yield is 0.960.